This data is from Full USPTO retrosynthesis dataset with 1.9M reactions from patents (1976-2016). The task is: Predict the reactants needed to synthesize the given product. The reactants are: CC(OI1(OC(C)=O)(OC(C)=O)OC(=O)C2C=CC=CC1=2)=O.[CH3:23][CH2:24][CH:25]([O:27][C:28]([N:30]1[CH:35]([CH2:36][CH2:37][OH:38])[CH2:34][CH2:33][CH2:32][CH2:31]1)=[O:29])[CH3:26]. Given the product [O:38]=[CH:37][CH2:36][CH:35]1[CH2:34][CH2:33][CH2:32][CH2:31][N:30]1[C:28]([O:27][CH:25]([CH2:24][CH3:23])[CH3:26])=[O:29], predict the reactants needed to synthesize it.